From a dataset of Catalyst prediction with 721,799 reactions and 888 catalyst types from USPTO. Predict which catalyst facilitates the given reaction. (1) Reactant: [CH2:1]([NH:5][CH2:6][CH:7]([CH3:9])[CH3:8])[CH:2]([CH3:4])[CH3:3].[Br:10][C:11]1[CH:16]=[CH:15][C:14](F)=[C:13]([N+:18]([O-:20])=[O:19])[CH:12]=1. Product: [Br:10][C:11]1[CH:16]=[CH:15][C:14]([N:5]([CH2:6][CH:7]([CH3:9])[CH3:8])[CH2:1][CH:2]([CH3:4])[CH3:3])=[C:13]([N+:18]([O-:20])=[O:19])[CH:12]=1. The catalyst class is: 13. (2) Reactant: Cl[C:2]1[N:3]=[C:4]2[CH:9]=[CH:8][CH:7]=[CH:6][N:5]2[C:10]=1[C:11]([O:13][CH2:14][CH3:15])=[O:12].[CH:16]1[C:21]([OH:22])=[CH:20][CH:19]=[C:18]([Br:23])[CH:17]=1.[H-].[Na+]. Product: [Br:23][C:18]1[CH:19]=[CH:20][C:21]([O:22][C:2]2[N:3]=[C:4]3[CH:9]=[CH:8][CH:7]=[CH:6][N:5]3[C:10]=2[C:11]([O:13][CH2:14][CH3:15])=[O:12])=[CH:16][CH:17]=1.[Br:23][C:18]1[CH:19]=[CH:20][C:21]([O:22][C:2]2[N:3]=[C:4]3[CH:9]=[CH:8][CH:7]=[CH:6][N:5]3[CH:10]=2)=[CH:16][CH:17]=1. The catalyst class is: 5.